From a dataset of Forward reaction prediction with 1.9M reactions from USPTO patents (1976-2016). Predict the product of the given reaction. (1) Given the reactants [CH2:1]([O:3][C:4](=[O:17])[NH:5][C:6]1[C:11]([N+:12]([O-])=O)=[CH:10][CH:9]=[CH:8][C:7]=1[O:15][CH3:16])[CH3:2], predict the reaction product. The product is: [CH2:1]([O:3][C:4](=[O:17])[NH:5][C:6]1[C:7]([O:15][CH3:16])=[CH:8][CH:9]=[CH:10][C:11]=1[NH2:12])[CH3:2]. (2) Given the reactants [O:1]([CH2:8][CH2:9][NH:10][C:11]1[C:20]2[C:15](=[CH:16][CH:17]=[CH:18][N:19]=2)[N:14]=[CH:13][C:12]=1[NH2:21])[C:2]1[CH:7]=[CH:6][CH:5]=[CH:4][CH:3]=1.[C:22](Cl)(=O)[CH2:23][CH2:24][CH2:25][CH3:26], predict the reaction product. The product is: [C:2]1([O:1][CH2:8][CH2:9][N:10]2[C:11]3[C:20]4[N:19]=[CH:18][CH:17]=[CH:16][C:15]=4[N:14]=[CH:13][C:12]=3[N:21]=[C:22]2[CH2:23][CH2:24][CH2:25][CH3:26])[CH:7]=[CH:6][CH:5]=[CH:4][CH:3]=1. (3) Given the reactants [C:1]([C:4]1[CH:5]=[C:6]([C:10]2[N:11]=[CH:12][N:13]([C:15]([N:17]([CH:19]3[CH2:24][CH2:23][N:22]([CH2:25][C:26]4[CH:31]=[CH:30][C:29]([F:32])=[C:28]([O:33][CH3:34])[CH:27]=4)[CH2:21][CH2:20]3)[CH3:18])=[O:16])[CH:14]=2)[CH:7]=[CH:8][CH:9]=1)(=[O:3])[NH2:2].[ClH:35].C(OCC)C, predict the reaction product. The product is: [ClH:35].[C:1]([C:4]1[CH:5]=[C:6]([C:10]2[N:11]=[CH:12][N:13]([C:15]([N:17]([CH:19]3[CH2:20][CH2:21][N:22]([CH2:25][C:26]4[CH:31]=[CH:30][C:29]([F:32])=[C:28]([O:33][CH3:34])[CH:27]=4)[CH2:23][CH2:24]3)[CH3:18])=[O:16])[CH:14]=2)[CH:7]=[CH:8][CH:9]=1)(=[O:3])[NH2:2]. (4) Given the reactants [C:1]([O:5][C:6]([N:8]1[CH2:12][CH2:11][C@H:10](OS(C2C=CC(C)=CC=2)(=O)=O)[CH2:9]1)=[O:7])([CH3:4])([CH3:3])[CH3:2].[CH3:24][C@H:25]1[CH2:29][CH2:28][CH2:27][NH:26]1.C([O-])([O-])=O.[K+].[K+], predict the reaction product. The product is: [C:1]([O:5][C:6]([N:8]1[CH2:12][CH2:11][C@@H:10]([N:26]2[CH2:27][CH2:28][CH2:29][C@@H:25]2[CH3:24])[CH2:9]1)=[O:7])([CH3:2])([CH3:3])[CH3:4]. (5) Given the reactants [Br:1][C:2]1[CH:3]=[C:4]([N+:9]([O-])=O)[C:5]([CH3:8])=[N:6][CH:7]=1.[CH:12]([Mg]Br)=[CH2:13], predict the reaction product. The product is: [Br:1][C:2]1[CH:7]=[N:6][C:5]([CH3:8])=[C:4]2[NH:9][CH:12]=[CH:13][C:3]=12.